Dataset: Full USPTO retrosynthesis dataset with 1.9M reactions from patents (1976-2016). Task: Predict the reactants needed to synthesize the given product. Given the product [Cl-:25].[Na+:24].[F:1][C:2]1[CH:3]=[CH:4][C:5]([N:8]2[CH:12]=[C:11]([C:13]([OH:15])=[O:14])[C:10]([C:17]3[CH:18]=[CH:19][CH:20]=[CH:21][CH:22]=3)=[N:9]2)=[N:6][CH:7]=1, predict the reactants needed to synthesize it. The reactants are: [F:1][C:2]1[CH:3]=[CH:4][C:5]([N:8]2[CH:12]=[C:11]([C:13]([O:15]C)=[O:14])[C:10]([C:17]3[CH:22]=[CH:21][CH:20]=[CH:19][CH:18]=3)=[N:9]2)=[N:6][CH:7]=1.[OH-].[Na+:24].[ClH:25].